From a dataset of Full USPTO retrosynthesis dataset with 1.9M reactions from patents (1976-2016). Predict the reactants needed to synthesize the given product. (1) Given the product [CH:31]1([C:34]2[N:16]([C@H:14]3[CH2:15][C@H:12]([NH:11][C:2]4[N:3]=[CH:4][C:5]5[C:10](=[CH:9][CH:8]=[CH:7][CH:6]=5)[N:1]=4)[CH2:13]3)[C:17]3[C:22]([N:23]=2)=[CH:21][N:20]=[CH:19][N:18]=3)[CH2:33][CH2:32]1, predict the reactants needed to synthesize it. The reactants are: [N:1]1[C:10]2[C:5](=[CH:6][CH:7]=[CH:8][CH:9]=2)[CH:4]=[N:3][C:2]=1[NH:11][C@H:12]1[CH2:15][C@H:14]([NH:16][C:17]2[C:22]([NH2:23])=[CH:21][N:20]=[CH:19][N:18]=2)[CH2:13]1.C(N(CC)CC)C.[CH:31]1([C:34](Cl)=O)[CH2:33][CH2:32]1. (2) Given the product [CH:15]1([C:10]([O:12][CH2:13][CH3:14])=[O:11])[CH2:16][CH:21]=[CH:20][CH2:19]1, predict the reactants needed to synthesize it. The reactants are: BrC1C=CC=C(Br)C=1O.[C:10]([CH:15]([CH2:19][CH:20]=[CH2:21])[CH2:16]C=C)([O:12][CH2:13][CH3:14])=[O:11]. (3) Given the product [Br:27][C:14]1[S:13][C:12]([NH:11][C:9](=[O:10])[CH:8]([N:17]2[CH2:25][C:24]3[C:19](=[CH:20][CH:21]=[CH:22][CH:23]=3)[C:18]2=[O:26])[CH2:7][CH:1]2[CH2:6][CH2:5][CH2:4][CH2:3][CH2:2]2)=[N:16][CH:15]=1, predict the reactants needed to synthesize it. The reactants are: [CH:1]1([CH2:7][C@H:8]([N:17]2[CH2:25][C:24]3[C:19](=[CH:20][CH:21]=[CH:22][CH:23]=3)[C:18]2=[O:26])[C:9]([NH:11][C:12]2[S:13][CH:14]=[CH:15][N:16]=2)=[O:10])[CH2:6][CH2:5][CH2:4][CH2:3][CH2:2]1.[Br:27]N1C(=O)CCC1=O.C(OOC(=O)C1C=CC=CC=1)(=O)C1C=CC=CC=1.